This data is from Forward reaction prediction with 1.9M reactions from USPTO patents (1976-2016). The task is: Predict the product of the given reaction. (1) Given the reactants [Cl-].O[NH3+:3].[C:4](=[O:7])([O-])[OH:5].[Na+].CS(C)=O.[CH2:13]([C:17]1[N:18]=[C:19]([CH3:46])[N:20]([CH2:39][C:40]2[CH:45]=[N:44][CH:43]=[CH:42][N:41]=2)[C:21](=[O:38])[C:22]=1[CH2:23][C:24]1[CH:29]=[CH:28][C:27]([C:30]2[C:31]([C:36]#[N:37])=[CH:32][CH:33]=[CH:34][CH:35]=2)=[CH:26][CH:25]=1)[CH2:14][CH2:15][CH3:16], predict the reaction product. The product is: [CH2:13]([C:17]1[N:18]=[C:19]([CH3:46])[N:20]([CH2:39][C:40]2[CH:45]=[N:44][CH:43]=[CH:42][N:41]=2)[C:21](=[O:38])[C:22]=1[CH2:23][C:24]1[CH:25]=[CH:26][C:27]([C:30]2[CH:35]=[CH:34][CH:33]=[CH:32][C:31]=2[C:36]2[NH:3][C:4](=[O:7])[O:5][N:37]=2)=[CH:28][CH:29]=1)[CH2:14][CH2:15][CH3:16]. (2) Given the reactants [CH3:1][C:2]1[CH:16]=[CH:15][C:5]2[N:6]=[N:7][N:8]([CH2:11][C:12]([OH:14])=O)[C:9](=[O:10])[C:4]=2[CH:3]=1.[CH3:17][O:18][C:19]1[CH:24]=[CH:23][C:22]([C@@H:25]([NH2:27])[CH3:26])=[CH:21][CH:20]=1, predict the reaction product. The product is: [CH3:17][O:18][C:19]1[CH:24]=[CH:23][C:22]([C@@H:25]([NH:27][C:12](=[O:14])[CH2:11][N:8]2[C:9](=[O:10])[C:4]3[CH:3]=[C:2]([CH3:1])[CH:16]=[CH:15][C:5]=3[N:6]=[N:7]2)[CH3:26])=[CH:21][CH:20]=1. (3) Given the reactants [CH2:1]([C:3]([OH:21])([CH2:19][CH3:20])[C@H:4]([NH:11][C:12](=[O:18])OC(C)(C)C)[C:5]1[CH:10]=[CH:9][CH:8]=[CH:7][CH:6]=1)[CH3:2].CC(C)([O-])C.[K+].CCOC(C)=O, predict the reaction product. The product is: [CH2:19]([C:3]1([CH2:1][CH3:2])[O:21][C:12](=[O:18])[NH:11][C@H:4]1[C:5]1[CH:6]=[CH:7][CH:8]=[CH:9][CH:10]=1)[CH3:20].